This data is from NCI-60 drug combinations with 297,098 pairs across 59 cell lines. The task is: Regression. Given two drug SMILES strings and cell line genomic features, predict the synergy score measuring deviation from expected non-interaction effect. (1) Drug 1: C1CC(=O)NC(=O)C1N2C(=O)C3=CC=CC=C3C2=O. Drug 2: CC1C(C(CC(O1)OC2CC(CC3=C2C(=C4C(=C3O)C(=O)C5=C(C4=O)C(=CC=C5)OC)O)(C(=O)CO)O)N)O.Cl. Cell line: PC-3. Synergy scores: CSS=46.1, Synergy_ZIP=0.231, Synergy_Bliss=1.21, Synergy_Loewe=-19.8, Synergy_HSA=2.75. (2) Drug 1: CC1=C2C(C(=O)C3(C(CC4C(C3C(C(C2(C)C)(CC1OC(=O)C(C(C5=CC=CC=C5)NC(=O)C6=CC=CC=C6)O)O)OC(=O)C7=CC=CC=C7)(CO4)OC(=O)C)O)C)OC(=O)C. Drug 2: C(CN)CNCCSP(=O)(O)O. Cell line: OVCAR3. Synergy scores: CSS=23.7, Synergy_ZIP=-9.68, Synergy_Bliss=-17.3, Synergy_Loewe=-51.6, Synergy_HSA=-15.6. (3) Drug 1: C1CN1P(=S)(N2CC2)N3CC3. Drug 2: C1CCC(C(C1)N)N.C(=O)(C(=O)[O-])[O-].[Pt+4]. Cell line: HOP-62. Synergy scores: CSS=38.1, Synergy_ZIP=-0.225, Synergy_Bliss=4.68, Synergy_Loewe=5.04, Synergy_HSA=7.19. (4) Drug 1: C1C(C(OC1N2C=C(C(=O)NC2=O)F)CO)O. Drug 2: C#CCC(CC1=CN=C2C(=N1)C(=NC(=N2)N)N)C3=CC=C(C=C3)C(=O)NC(CCC(=O)O)C(=O)O. Cell line: NCI-H460. Synergy scores: CSS=53.5, Synergy_ZIP=-6.17, Synergy_Bliss=-11.0, Synergy_Loewe=-9.05, Synergy_HSA=-7.21. (5) Drug 1: CC1=C(C(=O)C2=C(C1=O)N3CC4C(C3(C2COC(=O)N)OC)N4)N. Drug 2: CNC(=O)C1=NC=CC(=C1)OC2=CC=C(C=C2)NC(=O)NC3=CC(=C(C=C3)Cl)C(F)(F)F. Cell line: SW-620. Synergy scores: CSS=58.6, Synergy_ZIP=-13.8, Synergy_Bliss=-21.7, Synergy_Loewe=-22.3, Synergy_HSA=-15.8. (6) Drug 1: C1CC(=O)NC(=O)C1N2CC3=C(C2=O)C=CC=C3N. Drug 2: CC12CCC3C(C1CCC2O)C(CC4=C3C=CC(=C4)O)CCCCCCCCCS(=O)CCCC(C(F)(F)F)(F)F. Cell line: SK-MEL-28. Synergy scores: CSS=-4.78, Synergy_ZIP=-0.779, Synergy_Bliss=-6.17, Synergy_Loewe=-5.52, Synergy_HSA=-6.22. (7) Drug 1: CCCCC(=O)OCC(=O)C1(CC(C2=C(C1)C(=C3C(=C2O)C(=O)C4=C(C3=O)C=CC=C4OC)O)OC5CC(C(C(O5)C)O)NC(=O)C(F)(F)F)O. Drug 2: CC(C)CN1C=NC2=C1C3=CC=CC=C3N=C2N. Cell line: SF-539. Synergy scores: CSS=19.4, Synergy_ZIP=-7.60, Synergy_Bliss=-8.98, Synergy_Loewe=-8.30, Synergy_HSA=-9.02. (8) Drug 1: CS(=O)(=O)C1=CC(=C(C=C1)C(=O)NC2=CC(=C(C=C2)Cl)C3=CC=CC=N3)Cl. Drug 2: CC1=C2C(C(=O)C3(C(CC4C(C3C(C(C2(C)C)(CC1OC(=O)C(C(C5=CC=CC=C5)NC(=O)OC(C)(C)C)O)O)OC(=O)C6=CC=CC=C6)(CO4)OC(=O)C)OC)C)OC. Cell line: SK-MEL-5. Synergy scores: CSS=52.1, Synergy_ZIP=13.2, Synergy_Bliss=13.0, Synergy_Loewe=-15.9, Synergy_HSA=10.8. (9) Drug 1: C1=NC2=C(N1)C(=S)N=C(N2)N. Drug 2: C1=NC2=C(N=C(N=C2N1C3C(C(C(O3)CO)O)F)Cl)N. Cell line: RPMI-8226. Synergy scores: CSS=32.9, Synergy_ZIP=-0.366, Synergy_Bliss=-5.65, Synergy_Loewe=-16.3, Synergy_HSA=-7.21. (10) Drug 1: C1CCN(CC1)CCOC2=CC=C(C=C2)C(=O)C3=C(SC4=C3C=CC(=C4)O)C5=CC=C(C=C5)O. Drug 2: CC1=CC2C(CCC3(C2CCC3(C(=O)C)OC(=O)C)C)C4(C1=CC(=O)CC4)C. Cell line: T-47D. Synergy scores: CSS=8.82, Synergy_ZIP=-9.53, Synergy_Bliss=-12.6, Synergy_Loewe=-3.90, Synergy_HSA=-3.77.